Dataset: Catalyst prediction with 721,799 reactions and 888 catalyst types from USPTO. Task: Predict which catalyst facilitates the given reaction. (1) Reactant: [N+:1]([C:4]1[S:8][C:7]([C:9]2[NH:13][C:12]3[CH:14]=[CH:15][CH:16]=[C:17](C(O)=O)[C:11]=3[N:10]=2)=[CH:6][CH:5]=1)([O-:3])=[O:2].S(Cl)(Cl)=[O:22].[NH2:25][CH:26]([CH3:36])[CH:27]([C:29]1[CH:34]=[CH:33][C:32](Cl)=[CH:31][CH:30]=1)[OH:28]. Product: [N+:1]([C:4]1[S:8][C:7]([C:9]2[NH:13][C:12]3[CH:14]=[CH:15][CH:16]=[CH:17][C:11]=3[N:10]=2)=[CH:6][CH:5]=1)([O-:3])=[O:2].[OH:22][CH2:36][CH:26]([NH-:25])[CH:27]([OH:28])[C:29]1[CH:34]=[CH:33][C:32]([N+:1]([O-:3])=[O:2])=[CH:31][CH:30]=1. The catalyst class is: 7. (2) Reactant: C([O:3][C:4]([C:6]1([NH:9][C:10]([C:12]2[C:13]([OH:42])=[C:14]3[C:19](=[C:20]([C:22]4[CH:23]=[N:24][CH:25]=[CH:26][CH:27]=4)[N:21]=2)[N:18]([CH2:28][C:29]2[CH:34]=[CH:33][CH:32]=[CH:31][CH:30]=2)[C:17](=[O:35])[C:16]([C:36]2[CH:41]=[CH:40][CH:39]=[CH:38][CH:37]=2)=[CH:15]3)=[O:11])[CH2:8][CH2:7]1)=[O:5])C.[OH-].[Na+].CO.C1COCC1. Product: [CH2:28]([N:18]1[C:19]2[C:14](=[C:13]([OH:42])[C:12]([C:10]([NH:9][C:6]3([C:4]([OH:5])=[O:3])[CH2:7][CH2:8]3)=[O:11])=[N:21][C:20]=2[C:22]2[CH:23]=[N:24][CH:25]=[CH:26][CH:27]=2)[CH:15]=[C:16]([C:36]2[CH:41]=[CH:40][CH:39]=[CH:38][CH:37]=2)[C:17]1=[O:35])[C:29]1[CH:34]=[CH:33][CH:32]=[CH:31][CH:30]=1. The catalyst class is: 250. (3) The catalyst class is: 155. Product: [NH2:1][C:2]1[N:7]=[CH:6][N:5]=[C:4]([NH:8][C@H:9]([C:11]2[N:16]([C:17]3[CH:22]=[CH:21][CH:20]=[CH:19][CH:18]=3)[C:15](=[O:23])[C:14]3=[C:24]([CH3:27])[CH:25]=[CH:26][N:13]3[N:12]=2)[CH3:10])[C:3]=1[C:36]1[CH:37]=[C:31]([O:30][CH3:29])[CH:32]=[C:33]([NH2:34])[CH:35]=1. Reactant: [NH2:1][C:2]1[N:7]=[CH:6][N:5]=[C:4]([NH:8][C@H:9]([C:11]2[N:16]([C:17]3[CH:22]=[CH:21][CH:20]=[CH:19][CH:18]=3)[C:15](=[O:23])[C:14]3=[C:24]([CH3:27])[CH:25]=[CH:26][N:13]3[N:12]=2)[CH3:10])[C:3]=1Br.[CH3:29][O:30][C:31]1[CH:32]=[C:33]([CH:35]=[C:36](B2OC(C)(C)C(C)(C)O2)[CH:37]=1)[NH2:34].C(=O)([O-])[O-].[Cs+].[Cs+]. (4) Reactant: [O:1]=[C:2]1[NH:6][C:5](=[O:7])[O:4][N:3]1[CH2:8][C:9]1[CH:32]=[CH:31][C:12]([O:13][CH2:14][C:15]2[CH:16]=[C:17]([C:21]3[CH:26]=[CH:25][C:24]([C:27]([OH:29])=O)=[CH:23][C:22]=3[CH3:30])[CH:18]=[CH:19][CH:20]=2)=[CH:11][CH:10]=1.[CH2:33]([N:35]1[CH2:40][CH2:39][CH2:38][CH:37]([NH2:41])[CH2:36]1)[CH3:34].C[N+]1(C2N=C(OC)N=C(OC)N=2)CCOCC1.[Cl-].C(Cl)(Cl)Cl. Product: [O:1]=[C:2]1[NH:6][C:5](=[O:7])[O:4][N:3]1[CH2:8][C:9]1[CH:10]=[CH:11][C:12]([O:13][CH2:14][C:15]2[CH:16]=[C:17]([C:21]3[CH:26]=[CH:25][C:24]([C:27]([NH:41][CH:37]4[CH2:38][CH2:39][CH2:40][N:35]([CH2:33][CH3:34])[CH2:36]4)=[O:29])=[CH:23][C:22]=3[CH3:30])[CH:18]=[CH:19][CH:20]=2)=[CH:31][CH:32]=1. The catalyst class is: 36.